Dataset: Reaction yield outcomes from USPTO patents with 853,638 reactions. Task: Predict the reaction yield, written as a fraction of the theoretical maximum amount of product (1.0 means a 100% yield; for example, 0.34 means a 34% yield). (1) The reactants are [N:1]1([CH:5]([C:19]2[CH:23]=[CH:22][S:21][CH:20]=2)[C:6]([NH:8][C:9]2[CH:10]=[C:11]3[C:15](=[CH:16][CH:17]=2)[NH:14][N:13]=[C:12]3I)=[O:7])[CH2:4][CH2:3][CH2:2]1.[CH3:24][N:25]1[CH2:30][CH2:29][CH:28]([O:31][C:32]2[CH:37]=[CH:36][C:35](B3OC(C)(C)C(C)(C)O3)=[CH:34][CH:33]=2)[CH2:27][CH2:26]1.C([O-])([O-])=O.[Na+].[Na+]. The catalyst is CCO.C1C=CC([P]([Pd]([P](C2C=CC=CC=2)(C2C=CC=CC=2)C2C=CC=CC=2)([P](C2C=CC=CC=2)(C2C=CC=CC=2)C2C=CC=CC=2)[P](C2C=CC=CC=2)(C2C=CC=CC=2)C2C=CC=CC=2)(C2C=CC=CC=2)C2C=CC=CC=2)=CC=1. The product is [N:1]1([CH:5]([C:19]2[CH:23]=[CH:22][S:21][CH:20]=2)[C:6]([NH:8][C:9]2[CH:10]=[C:11]3[C:15](=[CH:16][CH:17]=2)[NH:14][N:13]=[C:12]3[C:35]2[CH:36]=[CH:37][C:32]([O:31][CH:28]3[CH2:27][CH2:26][N:25]([CH3:24])[CH2:30][CH2:29]3)=[CH:33][CH:34]=2)=[O:7])[CH2:4][CH2:3][CH2:2]1. The yield is 0.140. (2) The reactants are [CH3:1][O:2][C:3]1[CH:4]=[C:5]([C:13]([O:15]C)=[O:14])[C:6](=[CH:11][CH:12]=1)[C:7]([O:9]C)=[O:8].[OH-].[K+]. The catalyst is CO.O. The product is [CH3:1][O:2][C:3]1[CH:4]=[C:5]([C:13]([OH:15])=[O:14])[C:6](=[CH:11][CH:12]=1)[C:7]([OH:9])=[O:8]. The yield is 0.990. (3) The reactants are [F:1][C:2]1[CH:30]=[CH:29][C:5]([C:6]([NH:8][C:9]2[C:10]([CH3:28])=[C:11]([CH3:27])[C:12]3[O:16][C:15]([CH3:18])([CH3:17])[CH:14]([C:19]4[CH:24]=[CH:23][CH:22]=[CH:21][CH:20]=4)[C:13]=3[C:25]=2[CH3:26])=O)=[CH:4][CH:3]=1. The catalyst is CO. The product is [F:1][C:2]1[CH:3]=[CH:4][C:5]([CH2:6][NH:8][C:9]2[C:10]([CH3:28])=[C:11]([CH3:27])[C:12]3[O:16][C:15]([CH3:18])([CH3:17])[CH:14]([C:19]4[CH:24]=[CH:23][CH:22]=[CH:21][CH:20]=4)[C:13]=3[C:25]=2[CH3:26])=[CH:29][CH:30]=1. The yield is 0.600. (4) The reactants are [F:1][CH:2]([F:24])[O:3][C:4]1[CH:5]=[C:6]([N:10]2[CH:15]=[CH:14][C:13](=[O:16])[C:12]([C:17](=O)[CH:18]=[CH:19][N:20](C)C)=[N:11]2)[CH:7]=[CH:8][CH:9]=1.[C:25]1([NH:31]N)[CH:30]=[CH:29][CH:28]=[CH:27][CH:26]=1. The catalyst is CO. The product is [F:1][CH:2]([F:24])[O:3][C:4]1[CH:5]=[C:6]([N:10]2[CH:15]=[CH:14][C:13](=[O:16])[C:12]([C:17]3[N:31]([C:25]4[CH:30]=[CH:29][CH:28]=[CH:27][CH:26]=4)[N:20]=[CH:19][CH:18]=3)=[N:11]2)[CH:7]=[CH:8][CH:9]=1. The yield is 0.140.